From a dataset of Catalyst prediction with 721,799 reactions and 888 catalyst types from USPTO. Predict which catalyst facilitates the given reaction. (1) Reactant: C[O:2][C:3]1[CH:8]=[CH:7][C:6]([CH:9]=[CH2:10])=[CH:5][N:4]=1.[Na+].[I-]. Product: [CH2:9]([C:6]1[CH:7]=[CH:8][C:3](=[O:2])[NH:4][CH:5]=1)[CH3:10]. The catalyst class is: 19. (2) Reactant: [CH:1]1([NH:7][C:8]2[CH:17]=[C:16]3[C:11]([C:12](=[O:25])[C:13]([CH:23]=[O:24])=[CH:14][N:15]3[CH:18]([CH2:21][CH3:22])[CH2:19][CH3:20])=[CH:10][C:9]=2[F:26])[CH2:6][CH2:5][CH2:4][CH2:3][CH2:2]1.[P:27]([O-:34])([O:31][CH2:32][CH3:33])[O:28][CH2:29][CH3:30].C1CCN2C(=NCCC2)CC1.[Cl-].[NH4+]. Product: [CH:1]1([NH:7][C:8]2[CH:17]=[C:16]3[C:11]([C:12](=[O:25])[C:13]([CH:23]([P:27](=[O:34])([O:31][CH2:32][CH3:33])[O:28][CH2:29][CH3:30])[OH:24])=[CH:14][N:15]3[CH:18]([CH2:19][CH3:20])[CH2:21][CH3:22])=[CH:10][C:9]=2[F:26])[CH2:6][CH2:5][CH2:4][CH2:3][CH2:2]1. The catalyst class is: 4.